From a dataset of Forward reaction prediction with 1.9M reactions from USPTO patents (1976-2016). Predict the product of the given reaction. (1) Given the reactants Cl[CH2:2][C:3](=[O:5])[CH3:4].[C:6]([OH:15])(=[O:14])[C:7]1[C:8](=[CH:10][CH:11]=[CH:12][CH:13]=1)[SH:9].C(=O)([O-])[O-].[K+].[K+].O, predict the reaction product. The product is: [O:5]=[C:3]([CH3:4])[CH2:2][S:9][C:8]1[CH:10]=[CH:11][CH:12]=[CH:13][C:7]=1[C:6]([OH:15])=[O:14]. (2) Given the reactants [Cl:1][C:2]1[C:3]([O:12][C:13]2[CH:18]=[C:17]([O:19][CH2:20][C:21]([N:23]([CH2:26][CH3:27])[CH2:24][CH3:25])=[O:22])[CH:16]=[CH:15][C:14]=2[CH2:28][CH2:29][C:30](O)=[O:31])=[N:4][CH:5]=[C:6]([C:8]([F:11])([F:10])[F:9])[CH:7]=1.[CH2:33]([S:38]([NH2:41])(=[O:40])=[O:39])[CH2:34][CH2:35][CH2:36][CH3:37].N12CCCN=C1CCCCC2.Cl, predict the reaction product. The product is: [Cl:1][C:2]1[C:3]([O:12][C:13]2[CH:18]=[C:17]([O:19][CH2:20][C:21]([N:23]([CH2:24][CH3:25])[CH2:26][CH3:27])=[O:22])[CH:16]=[CH:15][C:14]=2[CH2:28][CH2:29][C:30]([NH:41][S:38]([CH2:33][CH2:34][CH2:35][CH2:36][CH3:37])(=[O:40])=[O:39])=[O:31])=[N:4][CH:5]=[C:6]([C:8]([F:11])([F:10])[F:9])[CH:7]=1. (3) Given the reactants [N+:1]([C:4]1[CH:9]=[CH:8][C:7]([NH:10][C:11]([N:13]2[CH2:18][CH2:17][CH2:16][CH:15]([C:19]3([CH2:30][C:31]4[CH:36]=[CH:35][CH:34]=[C:33]([Cl:37])[CH:32]=4)[C:27]4[C:22](=[CH:23][C:24]([Cl:28])=[CH:25][CH:26]=4)[NH:21][C:20]3=[O:29])[CH2:14]2)=[O:12])=[CH:6][CH:5]=1)([O-])=O.NN, predict the reaction product. The product is: [NH2:1][C:4]1[CH:5]=[CH:6][C:7]([NH:10][C:11]([N:13]2[CH2:18][CH2:17][CH2:16][CH:15]([C:19]3([CH2:30][C:31]4[CH:36]=[CH:35][CH:34]=[C:33]([Cl:37])[CH:32]=4)[C:27]4[C:22](=[CH:23][C:24]([Cl:28])=[CH:25][CH:26]=4)[NH:21][C:20]3=[O:29])[CH2:14]2)=[O:12])=[CH:8][CH:9]=1. (4) Given the reactants C(OC(NC1C(=O)N2C(C)(C(O)=O)CCC2=NC=1)=O)C1C=CC=CC=1.C([O:30][C:31]([C:33]1([CH2:54][O:55][CH3:56])[N:37]2[C:38](=[O:53])[C:39]([NH:42][C:43]([O:45][CH2:46][C:47]3[CH:52]=[CH:51][CH:50]=[CH:49][CH:48]=3)=[O:44])=[CH:40][N:41]=[C:36]2[CH2:35][CH2:34]1)=[O:32])(C)(C)C, predict the reaction product. The product is: [CH2:46]([O:45][C:43]([NH:42][C:39]1[C:38](=[O:53])[N:37]2[C:33]([CH2:54][O:55][CH3:56])([C:31]([OH:32])=[O:30])[CH2:34][CH2:35][C:36]2=[N:41][CH:40]=1)=[O:44])[C:47]1[CH:52]=[CH:51][CH:50]=[CH:49][CH:48]=1. (5) Given the reactants [CH3:1][O:2][C:3]([C:5]1[CH:10]=[C:9]([Br:11])[C:8](=[O:12])[N:7]([C:13]2[CH:18]=[CH:17][CH:16]=[CH:15][CH:14]=2)[C:6]=1[CH2:19]Br)=[O:4].[CH3:21][O:22][C:23](=[O:36])[CH2:24][NH:25][S:26]([C:29]1[CH:34]=[CH:33][C:32]([CH3:35])=[CH:31][CH:30]=1)(=[O:28])=[O:27].[I-].[Na+].C(=O)([O-])[O-].[K+].[K+], predict the reaction product. The product is: [CH3:1][O:2][C:3]([C:5]1[CH:10]=[C:9]([Br:11])[C:8](=[O:12])[N:7]([C:13]2[CH:18]=[CH:17][CH:16]=[CH:15][CH:14]=2)[C:6]=1[CH2:19][N:25]([CH2:24][C:23]([O:22][CH3:21])=[O:36])[S:26]([C:29]1[CH:30]=[CH:31][C:32]([CH3:35])=[CH:33][CH:34]=1)(=[O:28])=[O:27])=[O:4]. (6) The product is: [ClH:33].[NH2:1][C:2]1[N:3]=[C:4]([NH:17][CH:18]2[CH2:23][CH2:22][N:21]([S:24]([C:27]3[CH:28]=[N:29][C:30]([N:36]4[CH2:37][CH:38]([CH3:40])[N:39]=[C:35]4[CH3:34])=[CH:31][CH:32]=3)(=[O:26])=[O:25])[CH2:20][CH2:19]2)[S:5][C:6]=1[C:7]([C:9]1[C:14]([F:15])=[CH:13][CH:12]=[CH:11][C:10]=1[F:16])=[O:8]. Given the reactants [NH2:1][C:2]1[N:3]=[C:4]([NH:17][CH:18]2[CH2:23][CH2:22][N:21]([S:24]([C:27]3[CH:28]=[N:29][C:30]([Cl:33])=[CH:31][CH:32]=3)(=[O:26])=[O:25])[CH2:20][CH2:19]2)[S:5][C:6]=1[C:7]([C:9]1[C:14]([F:15])=[CH:13][CH:12]=[CH:11][C:10]=1[F:16])=[O:8].[CH3:34][C:35]1[NH:36][CH2:37][CH:38]([CH3:40])[N:39]=1, predict the reaction product.